This data is from Forward reaction prediction with 1.9M reactions from USPTO patents (1976-2016). The task is: Predict the product of the given reaction. (1) Given the reactants [CH3:1][N:2]([CH2:4][CH:5]([C:14]1([OH:20])[CH2:19][CH2:18][CH2:17][CH2:16][CH2:15]1)[C:6]1[CH:7]=[CH:8][C:9]([O:12]C)=[CH:10][CH:11]=1)[CH3:3].[Na].C1(S)C=CC=CC=1.OP(O)(O)=O, predict the reaction product. The product is: [CH3:1][N:2]([CH2:4][CH:5]([C:14]1([OH:20])[CH2:19][CH2:18][CH2:17][CH2:16][CH2:15]1)[C:6]1[CH:7]=[CH:8][C:9]([OH:12])=[CH:10][CH:11]=1)[CH3:3]. (2) Given the reactants [F:1][CH2:2][CH2:3][NH:4][CH:5]1[CH2:10][CH2:9][CH:8]([NH:11][C:12]2[C:23]3[C:22]4[CH2:21][CH2:20][CH2:19][C:18]=4[S:17][C:16]=3[N:15]=[CH:14][N:13]=2)[CH2:7][CH2:6]1.C=O.[BH-](OC(C)=O)(OC(C)=O)O[C:28](C)=O.[Na+], predict the reaction product. The product is: [F:1][CH2:2][CH2:3][N:4]([CH3:28])[CH:5]1[CH2:10][CH2:9][CH:8]([NH:11][C:12]2[C:23]3[C:22]4[CH2:21][CH2:20][CH2:19][C:18]=4[S:17][C:16]=3[N:15]=[CH:14][N:13]=2)[CH2:7][CH2:6]1. (3) The product is: [CH3:31][N:5]([S:2]([CH3:1])(=[O:3])=[O:4])[C:6]1[CH:7]=[C:8]([C:24]([O:26][CH3:27])=[O:25])[C:9]2[CH2:10][CH2:11][N:12]([CH:17]([CH2:21][CH2:22][CH3:23])[CH2:18][CH2:19][CH3:20])[C:13](=[O:16])[C:14]=2[CH:15]=1. Given the reactants [CH3:1][S:2]([NH:5][C:6]1[CH:7]=[C:8]([C:24]([O:26][CH3:27])=[O:25])[C:9]2[CH2:10][CH2:11][N:12]([CH:17]([CH2:21][CH2:22][CH3:23])[CH2:18][CH2:19][CH3:20])[C:13](=[O:16])[C:14]=2[CH:15]=1)(=[O:4])=[O:3].[H-].[Na+].I[CH3:31].O, predict the reaction product. (4) Given the reactants [CH2:1]([O:8][C:9]([NH:11][C@@H:12]([CH:17]1[CH2:22][CH2:21][C:20]([F:24])([F:23])[CH2:19][CH2:18]1)[C:13]([O:15]C)=[O:14])=[O:10])[C:2]1[CH:7]=[CH:6][CH:5]=[CH:4][CH:3]=1.O.[OH-].[Li+].Cl, predict the reaction product. The product is: [CH2:1]([O:8][C:9]([NH:11][C@@H:12]([CH:17]1[CH2:18][CH2:19][C:20]([F:23])([F:24])[CH2:21][CH2:22]1)[C:13]([OH:15])=[O:14])=[O:10])[C:2]1[CH:3]=[CH:4][CH:5]=[CH:6][CH:7]=1. (5) Given the reactants [O:1]1[C:5]2[CH:6]=[CH:7][C:8]([C:10]([OH:12])=O)=[CH:9][C:4]=2[CH:3]=[CH:2]1.C1N=CN(C(N2C=NC=C2)=O)C=1.[CH2:25]([O:27][C:28](=[O:33])[CH2:29]C(O)=O)[CH3:26].[K].CCN(CC)CC.[Mg+2].[Cl-].[Cl-], predict the reaction product. The product is: [O:1]1[C:5]2[CH:6]=[CH:7][C:8]([C:10](=[O:12])[CH2:29][C:28]([O:27][CH2:25][CH3:26])=[O:33])=[CH:9][C:4]=2[CH:3]=[CH:2]1. (6) Given the reactants [CH3:1][N:2]1[C:6]([C:7](=[O:24])[NH:8][C:9]2[CH:14]=[CH:13][N:12]3[N:15]=[C:16]([C:18]4[CH:23]=[CH:22][CH:21]=[CH:20][CH:19]=4)[N:17]=[C:11]3[CH:10]=2)=[C:5]([C:25]([OH:27])=O)[CH:4]=[N:3]1.[NH:28]1[CH2:31][CH2:30][CH2:29]1.CCCP(=O)=O, predict the reaction product. The product is: [C:18]1([C:16]2[N:17]=[C:11]3[CH:10]=[C:9]([NH:8][C:7]([C:6]4[N:2]([CH3:1])[N:3]=[CH:4][C:5]=4[C:25]([N:28]4[CH2:31][CH2:30][CH2:29]4)=[O:27])=[O:24])[CH:14]=[CH:13][N:12]3[N:15]=2)[CH:19]=[CH:20][CH:21]=[CH:22][CH:23]=1. (7) Given the reactants O[C:2]([C:19]1[CH:24]=[CH:23][CH:22]=[CH:21][CH:20]=1)([C:13]1[CH:18]=[CH:17][CH:16]=[CH:15][CH:14]=1)[C:3]1[S:7][C:6]([C:8]([O:10][CH2:11][CH3:12])=[O:9])=[CH:5][CH:4]=1, predict the reaction product. The product is: [C:19]1([CH:2]([C:13]2[CH:14]=[CH:15][CH:16]=[CH:17][CH:18]=2)[C:3]2[S:7][C:6]([C:8]([O:10][CH2:11][CH3:12])=[O:9])=[CH:5][CH:4]=2)[CH:20]=[CH:21][CH:22]=[CH:23][CH:24]=1. (8) Given the reactants [CH3:1][C:2]1[CH:3]=[C:4]([CH:11]2[CH2:13][O:12]2)[CH:5]=[CH:6][C:7]=1[N+:8]([O-:10])=[O:9].[NH2:14][CH2:15][CH2:16][OH:17].CCOC(C)=O.C1COCC1, predict the reaction product. The product is: [OH:17][CH2:16][CH2:15][NH:14][CH2:13][CH:11]([C:4]1[CH:5]=[CH:6][C:7]([N+:8]([O-:10])=[O:9])=[C:2]([CH3:1])[CH:3]=1)[OH:12]. (9) Given the reactants [CH2:1]([NH:8][C:9](=[O:37])[CH:10]([N:19]1[C:23]2[CH:24]=[C:25]([F:29])[C:26]([F:28])=[CH:27][C:22]=2[N:21]=[C:20]1[C:30]1[CH:35]=[CH:34][C:33]([Cl:36])=[CH:32][CH:31]=1)[CH:11]1[CH2:16][CH2:15][C:14]([F:18])([F:17])[CH2:13][CH2:12]1)[C:2]1[CH:7]=[CH:6][CH:5]=[CH:4][CH:3]=1.C(O)(=O)C.C(OC(=O)C)(=O)C.[N:49]([O-])=[O:50].[Na+], predict the reaction product. The product is: [CH2:1]([N:8]([N:49]=[O:50])[C:9](=[O:37])[CH:10]([N:19]1[C:23]2[CH:24]=[C:25]([F:29])[C:26]([F:28])=[CH:27][C:22]=2[N:21]=[C:20]1[C:30]1[CH:31]=[CH:32][C:33]([Cl:36])=[CH:34][CH:35]=1)[CH:11]1[CH2:16][CH2:15][C:14]([F:17])([F:18])[CH2:13][CH2:12]1)[C:2]1[CH:3]=[CH:4][CH:5]=[CH:6][CH:7]=1. (10) Given the reactants [F:1][C:2]1[CH:3]=[C:4]([CH:8]2[CH2:10][CH:9]2[C:11]([OH:13])=O)[CH:5]=[CH:6][CH:7]=1.Cl.C(N=C=NCCCN(C)C)C.ON1C2C=CC=CC=2N=N1.Cl.[NH2:37][C:38]1[NH:39][C:40]2[CH:46]=[C:45]([C:47]#[N:48])[CH:44]=[CH:43][C:41]=2[N:42]=1, predict the reaction product. The product is: [C:47]([C:45]1[CH:44]=[CH:43][C:41]2[N:42]=[C:38]([NH:37][C:11]([CH:9]3[CH2:10][CH:8]3[C:4]3[CH:5]=[CH:6][CH:7]=[C:2]([F:1])[CH:3]=3)=[O:13])[NH:39][C:40]=2[CH:46]=1)#[N:48].